This data is from Forward reaction prediction with 1.9M reactions from USPTO patents (1976-2016). The task is: Predict the product of the given reaction. (1) Given the reactants [CH3:1][O:2][C:3]1[CH:4]=[C:5]([CH:16]=[CH:17][CH:18]=1)[O:6][C:7]1[CH:15]=[CH:14][CH:13]=[CH:12][C:8]=1[C:9]([OH:11])=O.[NH2:19][C@@H:20]1[C@H:24]2[O:25][CH2:26][C@H:27]([NH:28][C:29]([CH:31]3[CH2:33][CH2:32]3)=[O:30])[C@H:23]2[O:22][CH2:21]1, predict the reaction product. The product is: [CH:31]1([C:29]([NH:28][C@@H:27]2[C@H:23]3[O:22][CH2:21][C@H:20]([NH:19][C:9](=[O:11])[C:8]4[CH:12]=[CH:13][CH:14]=[CH:15][C:7]=4[O:6][C:5]4[CH:16]=[CH:17][CH:18]=[C:3]([O:2][CH3:1])[CH:4]=4)[C@H:24]3[O:25][CH2:26]2)=[O:30])[CH2:32][CH2:33]1. (2) Given the reactants [C:1]([O:5][C:6]([N:8]1[CH2:12][CH2:11][CH:10]([NH2:13])[CH2:9]1)=[O:7])([CH3:4])([CH3:3])[CH3:2].[Cl:14][C:15]1[CH:22]=[CH:21][C:18]([CH:19]=O)=[CH:17][CH:16]=1.[BH4-].[Na+], predict the reaction product. The product is: [C:1]([O:5][C:6]([N:8]1[CH2:12][CH2:11][CH:10]([NH:13][CH2:19][C:18]2[CH:21]=[CH:22][C:15]([Cl:14])=[CH:16][CH:17]=2)[CH2:9]1)=[O:7])([CH3:4])([CH3:2])[CH3:3]. (3) Given the reactants [Cl:1][C:2]1[CH:10]=[CH:9][C:5]([C:6](O)=[O:7])=[CH:4][C:3]=1[O:11][CH3:12].B.C1COCC1, predict the reaction product. The product is: [Cl:1][C:2]1[CH:10]=[CH:9][C:5]([CH2:6][OH:7])=[CH:4][C:3]=1[O:11][CH3:12]. (4) Given the reactants [Br:1][C:2]1[C:3](=[O:33])[N:4]([CH2:19][C:20]([C:22]2[CH:27]=[CH:26][C:25]([N:28]([CH2:31][CH3:32])[CH2:29][CH3:30])=[CH:24][CH:23]=2)=O)[N:5]=[CH:6][C:7]=1[NH:8][C@@H:9]1[CH2:14][C@@H:13]2[CH2:15][C@@H:11]([C:12]2([CH3:17])[CH3:16])[C@H:10]1[CH3:18].CC([NH2:48])C(O)C1C=C(OC)C=CC=1OC.Cl.C([O:53][CH2:54]C)(=O)C, predict the reaction product. The product is: [Br:1][C:2]1[C:3](=[O:33])[N:4]([CH2:19][C:20]([C:22]2[CH:27]=[CH:26][C:25]([N:28]([CH2:29][CH3:30])[CH2:31][CH3:32])=[CH:24][CH:23]=2)=[N:48][O:53][CH3:54])[N:5]=[CH:6][C:7]=1[NH:8][C@@H:9]1[CH2:14][C@@H:13]2[CH2:15][C@@H:11]([C:12]2([CH3:17])[CH3:16])[C@H:10]1[CH3:18]. (5) The product is: [CH2:31]([N:14]1[C:15]2[C:11](=[CH:10][C:9]([OH:8])=[CH:17][CH:16]=2)[C:12]([CH:18]2[CH2:19][CH2:20][N:21]([CH3:24])[CH2:22][CH2:23]2)=[CH:13]1)[CH2:32][C:33]1[CH:38]=[CH:37][CH:36]=[CH:35][CH:34]=1. Given the reactants [Si]([O:8][C:9]1[CH:10]=[C:11]2[C:15](=[CH:16][CH:17]=1)[NH:14][CH:13]=[C:12]2[CH:18]1[CH2:23][CH2:22][N:21]([CH3:24])[CH2:20][CH2:19]1)(C(C)(C)C)(C)C.[H-].[K+].S(C1C=CC(C)=CC=1)(O[CH2:31][CH2:32][C:33]1[CH:38]=[CH:37][CH:36]=[CH:35][CH:34]=1)(=O)=O.[F-].C([N+](CCCC)(CCCC)CCCC)CCC, predict the reaction product. (6) Given the reactants CC(S(N)=O)(C)C.O1C2C=CC(C3(C(O)=O)CC3)=CC=2OC1.[C:23]([S@@:27]([NH:29][C@H:30]([C:51]1[CH:56]=[CH:55][CH:54]=[CH:53][C:52]=1[Cl:57])[C:31]1[S:35][C:34]([NH:36][C:37]([C:39]2([C:42]3[CH:50]=[CH:49][C:45]4[O:46][CH2:47][O:48][C:44]=4[CH:43]=3)[CH2:41][CH2:40]2)=[O:38])=[N:33][CH:32]=1)=[O:28])([CH3:26])([CH3:25])[CH3:24], predict the reaction product. The product is: [C:23]([S@:27]([NH:29][C@H:30]([C:51]1[CH:56]=[CH:55][CH:54]=[CH:53][C:52]=1[Cl:57])[C:31]1[S:35][C:34]([NH:36][C:37]([C:39]2([C:42]3[CH:50]=[CH:49][C:45]4[O:46][CH2:47][O:48][C:44]=4[CH:43]=3)[CH2:40][CH2:41]2)=[O:38])=[N:33][CH:32]=1)=[O:28])([CH3:26])([CH3:24])[CH3:25]. (7) Given the reactants C([NH:5][S:6]([C:9]1[S:10][C:11]([C:14]2[N:15]=[CH:16][N:17]([C:19]3[N:24]=[C:23]([C:25]4[CH:30]=[CH:29][C:28]([Cl:31])=[C:27]([Cl:32])[CH:26]=4)[CH:22]=[C:21]([CH3:33])[N:20]=3)[CH:18]=2)=[CH:12][CH:13]=1)(=[O:8])=[O:7])(C)(C)C.C(O)(C(F)(F)F)=O, predict the reaction product. The product is: [Cl:32][C:27]1[CH:26]=[C:25]([C:23]2[CH:22]=[C:21]([CH3:33])[N:20]=[C:19]([N:17]3[CH:18]=[C:14]([C:11]4[S:10][C:9]([S:6]([NH2:5])(=[O:8])=[O:7])=[CH:13][CH:12]=4)[N:15]=[CH:16]3)[N:24]=2)[CH:30]=[CH:29][C:28]=1[Cl:31]. (8) Given the reactants [Cl:1][C:2]1[CH:20]=[CH:19][CH:18]=[C:17]([F:21])[C:3]=1[C:4]([NH:6][C:7]1[CH:15]=[C:14]2[C:10]([C:11](I)=[N:12][NH:13]2)=[CH:9][CH:8]=1)=[O:5].[CH2:22]([Sn](CCCC)(CCCC)C=C)[CH2:23]CC, predict the reaction product. The product is: [Cl:1][C:2]1[CH:20]=[CH:19][CH:18]=[C:17]([F:21])[C:3]=1[C:4]([NH:6][C:7]1[CH:15]=[C:14]2[C:10]([C:11]([CH:22]=[CH2:23])=[N:12][NH:13]2)=[CH:9][CH:8]=1)=[O:5]. (9) Given the reactants C(=O)([O-])[O-].[Na+].[Na+].Cl.[CH3:8][C@@H:9]1[CH2:13][CH2:12][CH2:11][NH:10]1.[C:14]1([C:27]2[CH:32]=[CH:31][CH:30]=[CH:29][CH:28]=2)[CH:19]=[CH:18][C:17]([CH2:20][CH2:21]OS(C)(=O)=O)=[CH:16][CH:15]=1, predict the reaction product. The product is: [C:14]1([C:27]2[CH:28]=[CH:29][CH:30]=[CH:31][CH:32]=2)[CH:15]=[CH:16][C:17]([CH2:20][CH2:21][N:10]2[CH2:11][CH2:12][CH2:13][C@H:9]2[CH3:8])=[CH:18][CH:19]=1. (10) Given the reactants [F:1][C:2]([F:25])([F:24])[C:3]1[CH:8]=[CH:7][C:6]([S:9][C:10]2[N:11]([CH2:20][CH2:21][CH2:22][CH3:23])[C:12]3[N:13]=[CH:14][NH:15][C:16](=[O:19])[C:17]=3[N:18]=2)=[CH:5][CH:4]=1.C(N(C(C)C)CC)(C)C.[CH3:35][O:36][CH2:37][CH2:38][O:39][CH2:40]Cl.O, predict the reaction product. The product is: [CH3:35][O:36][CH2:37][CH2:38][O:39][CH2:40][N:15]1[C:16](=[O:19])[C:17]2[N:18]=[C:10]([S:9][C:6]3[CH:7]=[CH:8][C:3]([C:2]([F:1])([F:24])[F:25])=[CH:4][CH:5]=3)[N:11]([CH2:20][CH2:21][CH2:22][CH3:23])[C:12]=2[N:13]=[CH:14]1.